From a dataset of NCI-60 drug combinations with 297,098 pairs across 59 cell lines. Regression. Given two drug SMILES strings and cell line genomic features, predict the synergy score measuring deviation from expected non-interaction effect. (1) Drug 1: C1=CN(C(=O)N=C1N)C2C(C(C(O2)CO)O)O.Cl. Drug 2: C(=O)(N)NO. Cell line: NCI-H322M. Synergy scores: CSS=-0.806, Synergy_ZIP=-1.41, Synergy_Bliss=-3.91, Synergy_Loewe=-11.5, Synergy_HSA=-5.70. (2) Cell line: 786-0. Synergy scores: CSS=57.4, Synergy_ZIP=22.9, Synergy_Bliss=25.1, Synergy_Loewe=25.9, Synergy_HSA=25.8. Drug 1: CS(=O)(=O)C1=CC(=C(C=C1)C(=O)NC2=CC(=C(C=C2)Cl)C3=CC=CC=N3)Cl. Drug 2: CC1C(C(CC(O1)OC2CC(OC(C2O)C)OC3=CC4=CC5=C(C(=O)C(C(C5)C(C(=O)C(C(C)O)O)OC)OC6CC(C(C(O6)C)O)OC7CC(C(C(O7)C)O)OC8CC(C(C(O8)C)O)(C)O)C(=C4C(=C3C)O)O)O)O. (3) Drug 1: COC1=C(C=C2C(=C1)N=CN=C2NC3=CC(=C(C=C3)F)Cl)OCCCN4CCOCC4. Drug 2: C1CC(C1)(C(=O)O)C(=O)O.[NH2-].[NH2-].[Pt+2]. Cell line: HCT-15. Synergy scores: CSS=48.4, Synergy_ZIP=-11.1, Synergy_Bliss=-2.45, Synergy_Loewe=-9.02, Synergy_HSA=-1.57. (4) Drug 1: CC1=C(C(=CC=C1)Cl)NC(=O)C2=CN=C(S2)NC3=CC(=NC(=N3)C)N4CCN(CC4)CCO. Drug 2: C1=NNC2=C1C(=O)NC=N2. Cell line: MCF7. Synergy scores: CSS=5.09, Synergy_ZIP=-1.18, Synergy_Bliss=0.128, Synergy_Loewe=-3.66, Synergy_HSA=-2.10. (5) Drug 1: C1=CC=C(C(=C1)C(C2=CC=C(C=C2)Cl)C(Cl)Cl)Cl. Drug 2: C1CCC(C(C1)N)N.C(=O)(C(=O)[O-])[O-].[Pt+4]. Cell line: RXF 393. Synergy scores: CSS=-3.83, Synergy_ZIP=2.65, Synergy_Bliss=2.15, Synergy_Loewe=1.81, Synergy_HSA=-2.24. (6) Drug 1: C1CCC(C1)C(CC#N)N2C=C(C=N2)C3=C4C=CNC4=NC=N3. Drug 2: CC1=C2C(C(=O)C3(C(CC4C(C3C(C(C2(C)C)(CC1OC(=O)C(C(C5=CC=CC=C5)NC(=O)C6=CC=CC=C6)O)O)OC(=O)C7=CC=CC=C7)(CO4)OC(=O)C)O)C)OC(=O)C. Cell line: M14. Synergy scores: CSS=19.9, Synergy_ZIP=9.17, Synergy_Bliss=8.39, Synergy_Loewe=-39.4, Synergy_HSA=0.406.